This data is from Reaction yield outcomes from USPTO patents with 853,638 reactions. The task is: Predict the reaction yield, written as a fraction of the theoretical maximum amount of product (1.0 means a 100% yield; for example, 0.34 means a 34% yield). (1) The reactants are [C:1]([C:3]1[S:7][C:6]([C:8]([O:10][CH3:11])=[O:9])=[CH:5][C:4]=1[N+:12]([O-])=O)#[N:2].C(O)(=O)C. The catalyst is [Fe]. The product is [NH2:12][C:4]1[CH:5]=[C:6]([C:8]([O:10][CH3:11])=[O:9])[S:7][C:3]=1[C:1]#[N:2]. The yield is 0.690. (2) The reactants are Br[CH2:2][C:3]1[CH:12]=[CH:11][CH:10]=[C:9]2[C:4]=1[C:5]([S:13][CH3:14])=[N:6][CH:7]=[N:8]2.C(O)(C(F)(F)F)=O.[CH2:22]([O:25][C:26]([C@@H:28]1[CH2:33][CH2:32][NH:31][CH2:30][C@@H:29]1[C:34]([O:36][CH3:37])=[O:35])=[O:27])[CH:23]=[CH2:24]. The catalyst is ClC(Cl)C. The product is [CH2:22]([O:25][C:26]([C@@H:28]1[CH2:33][CH2:32][N:31]([CH2:2][C:3]2[CH:12]=[CH:11][CH:10]=[C:9]3[C:4]=2[C:5]([S:13][CH3:14])=[N:6][CH:7]=[N:8]3)[CH2:30][C@@H:29]1[C:34]([O:36][CH3:37])=[O:35])=[O:27])[CH:23]=[CH2:24]. The yield is 0.900. (3) The reactants are [Cl:1]N1C(=O)CCC1=O.[CH3:9][O:10][C:11]1[CH:19]=[C:18]2[C:14]([C:15]([C:21]([NH:23][CH3:24])=[O:22])=[CH:16][N:17]2[CH3:20])=[CH:13][CH:12]=1. The catalyst is C(Cl)(Cl)(Cl)Cl.CN(C=O)C. The product is [CH3:24][NH:23][C:21]([C:15]1[C:14]2[C:18](=[CH:19][C:11]([O:10][CH3:9])=[CH:12][CH:13]=2)[N:17]([CH3:20])[C:16]=1[Cl:1])=[O:22]. The yield is 0.870. (4) The reactants are Br.[Br:2][CH2:3][CH2:4][NH2:5].CO.[C:8](O[C:8]([O:10][C:11]([CH3:14])([CH3:13])[CH3:12])=[O:9])([O:10][C:11]([CH3:14])([CH3:13])[CH3:12])=[O:9].[OH-].[Na+]. The catalyst is O. The product is [Br:2][CH2:3][CH2:4][NH:5][C:8](=[O:9])[O:10][C:11]([CH3:14])([CH3:13])[CH3:12]. The yield is 0.930. (5) The reactants are [Cl:1][C:2]1[CH:7]=[CH:6][C:5]([N+:8]([O-])=O)=[C:4]([O:11][CH:12]([CH3:14])[CH3:13])[CH:3]=1.O.NN. The catalyst is CO.[Ni]. The product is [Cl:1][C:2]1[CH:7]=[CH:6][C:5]([NH2:8])=[C:4]([O:11][CH:12]([CH3:14])[CH3:13])[CH:3]=1. The yield is 0.900.